From a dataset of Forward reaction prediction with 1.9M reactions from USPTO patents (1976-2016). Predict the product of the given reaction. Given the reactants [F:1][C:2]1[CH:31]=[CH:30][C:5]([CH2:6][N:7]2[CH2:11][CH2:10][N:9]([C:12]3[CH:16]=[C:15]([C:17]([OH:19])=O)[N:14](CC4C=CC(OC)=CC=4)[N:13]=3)[C:8]2=[O:29])=[CH:4][CH:3]=1.[OH:32][N:33]1[C:37]2[CH:38]=[CH:39][CH:40]=C[C:36]=2[N:35]=N1.F[B-](F)(F)F.N1(OC(N(C)C)=[N+](C)C)C2C=CC=CC=2N=N1.C(N(CC)C(C)C)(C)C.Cl.CC1ON=C(CN)C=1, predict the reaction product. The product is: [F:1][C:2]1[CH:3]=[CH:4][C:5]([CH2:6][N:7]2[CH2:11][CH2:10][N:9]([C:12]3[CH:16]=[C:15]([C:17]([NH:35][CH2:36][C:37]4[CH:38]=[C:39]([CH3:40])[O:32][N:33]=4)=[O:19])[NH:14][N:13]=3)[C:8]2=[O:29])=[CH:30][CH:31]=1.